This data is from Full USPTO retrosynthesis dataset with 1.9M reactions from patents (1976-2016). The task is: Predict the reactants needed to synthesize the given product. (1) Given the product [CH2:5]([C:3]([C:2]([OH:13])=[O:1])=[O:4])[C@H:7]([OH:8])[C@H:9]([OH:10])[CH2:11][OH:12], predict the reactants needed to synthesize it. The reactants are: [O:1]=[C:2]([O-:13])[C@@H:3]([C@H:5]([C@@H:7]([C@@H:9]([CH2:11][OH:12])[OH:10])[OH:8])O)[OH:4].O=C([O-])[C@@H]([C@H]([C@@H]([C@@H](CO)O)O)O)O.[Na+].[Cl-].[Mg+2].[Cl-].Cl. (2) Given the product [C:1]([O:5][C:6]([N:8]1[CH2:11][C:10](=[CH:12][C:13]2[N:14]([CH3:29])[C:15]3[C:20]([N:21]=2)=[C:19]([N:22]2[CH2:27][CH2:26][O:25][CH2:24][CH2:23]2)[N:18]=[C:17]([N:34]2[C:35]4[CH:41]=[CH:40][CH:39]=[CH:38][C:36]=4[N:37]=[C:33]2[CH:30]([CH3:32])[CH3:31])[N:16]=3)[CH2:9]1)=[O:7])([CH3:4])([CH3:3])[CH3:2], predict the reactants needed to synthesize it. The reactants are: [C:1]([O:5][C:6]([N:8]1[CH2:11][C:10](=[CH:12][C:13]2[N:14]([CH3:29])[C:15]3[C:20]([N:21]=2)=[C:19]([N:22]2[CH2:27][CH2:26][O:25][CH2:24][CH2:23]2)[N:18]=[C:17](Cl)[N:16]=3)[CH2:9]1)=[O:7])([CH3:4])([CH3:3])[CH3:2].[CH:30]([C:33]1[NH:34][C:35]2[CH:41]=[CH:40][CH:39]=[CH:38][C:36]=2[N:37]=1)([CH3:32])[CH3:31].CC(C1C=C(C(C)C)C(C2C=CC=CC=2P(C2CCCCC2)C2CCCCC2)=C(C(C)C)C=1)C.C([O-])([O-])=O.[Cs+].[Cs+]. (3) Given the product [Cl:18][C:13]1[CH:14]=[CH:15][CH:16]=[CH:17][C:12]=1[C@@H:9]([NH:8][C:4]1[CH:3]=[C:2]([C:30]2[CH:29]=[C:28]3[C:33](=[CH:32][CH:31]=2)[NH:25][C:26](=[O:43])[CH2:27]3)[CH:7]=[N:6][CH:5]=1)[CH2:10][OH:11], predict the reactants needed to synthesize it. The reactants are: Br[C:2]1[CH:3]=[C:4]([NH:8][C@H:9]([C:12]2[CH:17]=[CH:16][CH:15]=[CH:14][C:13]=2[Cl:18])[CH2:10][OH:11])[CH:5]=[N:6][CH:7]=1.C([O-])([O-])=O.[K+].[K+].[NH:25]1[C:33]2[C:28](=[CH:29][C:30](B3OC(C)(C)C(C)(C)O3)=[CH:31][CH:32]=2)[CH2:27][C:26]1=[O:43].